This data is from Forward reaction prediction with 1.9M reactions from USPTO patents (1976-2016). The task is: Predict the product of the given reaction. Given the reactants [CH:1](=[O:4])[CH2:2][CH3:3].[CH3:5][CH:6]([CH2:9][CH2:10][CH3:11])[CH:7]=O.[OH-].C([N+]1C=CN(C)C=1C)CCC, predict the reaction product. The product is: [CH3:3][C:2](=[CH:5][CH:6]([CH3:7])[CH2:9][CH2:10][CH3:11])[CH:1]=[O:4].